This data is from Reaction yield outcomes from USPTO patents with 853,638 reactions. The task is: Predict the reaction yield, written as a fraction of the theoretical maximum amount of product (1.0 means a 100% yield; for example, 0.34 means a 34% yield). The reactants are [NH2:1][C:2]1[C:3]([Cl:11])=[C:4]([CH:8]=[CH:9][CH:10]=1)[C:5]([OH:7])=[O:6].S(=O)(=O)(O)O.[CH3:17]O. No catalyst specified. The product is [NH2:1][C:2]1[C:3]([Cl:11])=[C:4]([CH:8]=[CH:9][CH:10]=1)[C:5]([O:7][CH3:17])=[O:6]. The yield is 0.920.